This data is from Catalyst prediction with 721,799 reactions and 888 catalyst types from USPTO. The task is: Predict which catalyst facilitates the given reaction. (1) Reactant: [Cl:1][C:2]1[CH:3]=[C:4]([S:10]([N:13]([CH3:20])[CH2:14][C:15]([O:17][CH2:18][CH3:19])=[O:16])(=[O:12])=[O:11])[CH:5]=[N:6][C:7]=1[NH:8][NH2:9].[N:21]([CH:24]1[C:30]2[CH:31]=[CH:32][CH:33]=[CH:34][C:29]=2[CH2:28][CH2:27][C:26]2[CH:35]=[CH:36][CH:37]=[CH:38][C:25]1=2)=[C:22]=[O:23].N1C=CC=CC=1. Product: [Cl:1][C:2]1[CH:3]=[C:4]([S:10]([N:13]([CH3:20])[CH2:14][C:15]([O:17][CH2:18][CH3:19])=[O:16])(=[O:12])=[O:11])[CH:5]=[N:6][C:7]=1[NH:8][NH:9][C:22]([NH:21][CH:24]1[C:25]2[CH:38]=[CH:37][CH:36]=[CH:35][C:26]=2[CH2:27][CH2:28][C:29]2[CH:34]=[CH:33][CH:32]=[CH:31][C:30]1=2)=[O:23]. The catalyst class is: 44. (2) Reactant: C12CCC(CC1)CN(C(C[N:13]1[C:19]3[CH:20]=[CH:21][CH:22]=[CH:23][C:18]=3[C:17]([CH2:24][CH:25]3[CH2:30][CH2:29][CH2:28][CH2:27][CH2:26]3)=[N:16][CH:15](NC(OCC3C=CC=CC=3)=O)[C:14]1=[O:42])=O)C2. Product: [CH:25]1([CH2:24][C:17]2[C:18]3[CH:23]=[CH:22][CH:21]=[CH:20][C:19]=3[NH:13][C:14](=[O:42])[CH2:15][N:16]=2)[CH2:26][CH2:27][CH2:28][CH2:29][CH2:30]1. The catalyst class is: 105. (3) Product: [Cl:12][C:8]1[CH:7]=[C:6]2[C:11]([C:2]([NH:15][CH2:14][CH2:13][NH2:16])=[CH:3][CH:4]=[N:5]2)=[CH:10][CH:9]=1. Reactant: Cl[C:2]1[C:11]2[C:6](=[CH:7][C:8]([Cl:12])=[CH:9][CH:10]=2)[N:5]=[CH:4][CH:3]=1.[CH2:13]([NH2:16])[CH2:14][NH2:15]. The catalyst class is: 74. (4) Reactant: [F:1][C:2]1[CH:7]=[CH:6][C:5]([C:8]2[N:12]3[N:13]=[CH:14][C:15]([C:17]([OH:20])([CH3:19])[CH3:18])=[N:16][C:11]3=[N:10][CH:9]=2)=[C:4]([O:21][CH3:22])[CH:3]=1.F[B-](F)(F)F.[H+].[Br:29]N1C(=O)CCC1=O. Product: [Br:29][C:7]1[C:2]([F:1])=[CH:3][C:4]([O:21][CH3:22])=[C:5]([C:8]2[N:12]3[N:13]=[CH:14][C:15]([C:17]([OH:20])([CH3:19])[CH3:18])=[N:16][C:11]3=[N:10][CH:9]=2)[CH:6]=1. The catalyst class is: 10. (5) Reactant: [NH2:1][C:2]1[C:7]([F:8])=[CH:6][N:5]([S:9]([C:12]2[CH:17]=[CH:16][C:15]([O:18][CH3:19])=[CH:14][CH:13]=2)(=[O:11])=[O:10])[C:4](=[O:20])[N:3]=1.[C:21](=O)([O-])[O-].[K+].[K+].CN(C)C=O.IC. Product: [F:8][C:7]1[C:2](=[NH:1])[N:3]([CH3:21])[C:4](=[O:20])[N:5]([S:9]([C:12]2[CH:13]=[CH:14][C:15]([O:18][CH3:19])=[CH:16][CH:17]=2)(=[O:10])=[O:11])[CH:6]=1. The catalyst class is: 25. (6) Reactant: [CH2:1]([CH2:3][NH2:4])[OH:2].Cl[C:6]1[C:11]([C:12]#[N:13])=[CH:10][N:9]=[CH:8][CH:7]=1.C(N(C(C)C)CC)(C)C.CO. Product: [OH:2][CH2:1][CH2:3][NH:4][C:6]1[C:11]([C:12]#[N:13])=[CH:10][N:9]=[CH:8][CH:7]=1. The catalyst class is: 32. (7) Reactant: [Br:1][C:2]1[CH:7]=[CH:6][N:5]=[C:4](Cl)[CH:3]=1.[C@H:9]1([NH2:16])[CH2:14][CH2:13][C@H:12]([NH2:15])[CH2:11][CH2:10]1. Product: [Br:1][C:2]1[CH:7]=[CH:6][N:5]=[C:4]([NH:15][C@H:12]2[CH2:13][CH2:14][C@H:9]([NH2:16])[CH2:10][CH2:11]2)[CH:3]=1. The catalyst class is: 16.